Dataset: Reaction yield outcomes from USPTO patents with 853,638 reactions. Task: Predict the reaction yield, written as a fraction of the theoretical maximum amount of product (1.0 means a 100% yield; for example, 0.34 means a 34% yield). (1) The reactants are [Na+].[CH2:2]([O:7][C:8]1[CH:13]=[CH:12][C:11]([S:14]([O-:17])(=O)=[O:15])=[CH:10][CH:9]=1)[CH:3]=[C:4]=[CH:5][CH3:6].P(Cl)(Cl)([Cl:20])=O.O. The catalyst is C(#N)C.S1(CCCC1)(=O)=O. The product is [CH2:2]([O:7][C:8]1[CH:13]=[CH:12][C:11]([S:14]([Cl:20])(=[O:17])=[O:15])=[CH:10][CH:9]=1)[CH:3]=[C:4]=[CH:5][CH3:6]. The yield is 0.650. (2) The reactants are C[O:2][C:3](=O)[CH2:4][CH2:5][C:6]1[C:7](=[O:27])[N:8]([CH2:11][C:12]2[CH:17]=[CH:16][C:15]([NH:18][C:19](=[O:26])[C:20]3[CH:25]=[CH:24][CH:23]=[CH:22][CH:21]=3)=[CH:14][CH:13]=2)[CH2:9][CH:10]=1.[NH2:29][O:30][K].C(O)(=O)C. The catalyst is CO.CO.C(Cl)(Cl)Cl. The product is [OH:30][NH:29][C:3]([CH2:4][CH2:5][C:6]1[C:7](=[O:27])[N:8]([CH2:11][C:12]2[CH:17]=[CH:16][C:15]([NH:18][C:19](=[O:26])[C:20]3[CH:21]=[CH:22][CH:23]=[CH:24][CH:25]=3)=[CH:14][CH:13]=2)[CH2:9][CH:10]=1)=[O:2]. The yield is 0.460. (3) The reactants are C(OC(=O)/[C:7](/[C:26]#[N:27])=[CH:8]\[NH:9][C:10]1[CH:15]=[C:14]([O:16][CH2:17][CH3:18])[C:13]([N+:19]([O-:21])=[O:20])=[CH:12][C:11]=1[C:22]([O:24]C)=O)(C)(C)C.C(#N)C.C1CCN2C(=NCCC2)CC1. The catalyst is OS(C(F)(F)F)(=O)=O.CCOC(C)=O.CCCCCC. The product is [CH2:17]([O:16][C:14]1[CH:15]=[C:10]2[C:11]([C:22]([OH:24])=[C:7]([C:26]#[N:27])[CH:8]=[N:9]2)=[CH:12][C:13]=1[N+:19]([O-:21])=[O:20])[CH3:18]. The yield is 0.700. (4) The reactants are [CH3:1][C@H:2]1[CH2:11][C@H:10]([NH:12][C:13]2[CH:18]=[CH:17][CH:16]=[CH:15][CH:14]=2)[C:9]2[C:4](=[CH:5][CH:6]=[CH:7][CH:8]=2)[N:3]1[C:19](=[O:21])[CH3:20].[O:22]1[CH:26]=[CH:25][CH:24]=[C:23]1[C:27](Cl)=[O:28].N1C=CC=CC=1. The catalyst is C1(C)C=CC=CC=1. The product is [C:19]([N:3]1[C:4]2[C:9](=[CH:8][CH:7]=[CH:6][CH:5]=2)[C@@H:10]([N:12]([C:13]2[CH:14]=[CH:15][CH:16]=[CH:17][CH:18]=2)[C:27]([C:23]2[O:22][CH:26]=[CH:25][CH:24]=2)=[O:28])[CH2:11][C@@H:2]1[CH3:1])(=[O:21])[CH3:20]. The yield is 0.340. (5) The reactants are [NH2:1][C:2]1[CH:3]=[C:4]([C:8]2[C:16]3[C:11](=[N:12][CH:13]=[CH:14][C:15]=3[Cl:17])[N:10](C(OC(C)(C)C)=O)[CH:9]=2)[CH:5]=[CH:6][CH:7]=1.C(Cl)Cl. The catalyst is Cl.O1CCOCC1.C([O-])(O)=O.[Na+]. The product is [Cl:17][C:15]1[CH:14]=[CH:13][N:12]=[C:11]2[NH:10][CH:9]=[C:8]([C:4]3[CH:3]=[C:2]([CH:7]=[CH:6][CH:5]=3)[NH2:1])[C:16]=12. The yield is 0.190. (6) The reactants are [NH2:1][C:2]1[C:7]([N+:8]([O-:10])=[O:9])=[C:6]([OH:11])[N:5]=[C:4]([O:12][CH2:13][CH2:14][CH2:15][CH3:16])[N:3]=1.N1C(C)=CC(C)=CC=1C.[S:26](Cl)([C:29]1[CH:35]=[CH:34][C:32]([CH3:33])=[CH:31][CH:30]=1)(=[O:28])=[O:27].O.C(#N)C. The catalyst is C(#N)C.CCCCCC.C(Cl)Cl.O. The product is [NH2:1][C:2]1[C:7]([N+:8]([O-:10])=[O:9])=[C:6]([O:11][S:26]([C:29]2[CH:35]=[CH:34][C:32]([CH3:33])=[CH:31][CH:30]=2)(=[O:28])=[O:27])[N:5]=[C:4]([O:12][CH2:13][CH2:14][CH2:15][CH3:16])[N:3]=1. The yield is 0.520. (7) The reactants are [CH3:1][C@@H:2]1[CH2:6][N:5]([C:7]([O:9][C:10]([CH3:13])([CH3:12])[CH3:11])=[O:8])[C@H:4]([C:14]2[NH:18][C:17]3[C:19]4[C:24]([CH:25]=[CH:26][C:16]=3[N:15]=2)=[CH:23][C:22]2[C:27]3[C:32]([CH2:33][O:34][C:21]=2[CH:20]=4)=[CH:31][C:30](B2OC(C)(C)C(C)(C)O2)=[CH:29][CH:28]=3)[CH2:3]1.I[C:45]1[NH:49][C:48]([C@@H:50]2[CH2:54][C@H:53]([CH3:55])[CH2:52][N:51]2[C:56](=[O:66])[C@@H:57]([NH:61][C:62](=[O:65])[O:63][CH3:64])[CH:58]([CH3:60])[CH3:59])=[N:47][CH:46]=1.C([O-])([O-])=O.[K+].[K+]. The catalyst is CS(C)=O.O1CCOCC1.C1C=CC([P]([Pd]([P](C2C=CC=CC=2)(C2C=CC=CC=2)C2C=CC=CC=2)([P](C2C=CC=CC=2)(C2C=CC=CC=2)C2C=CC=CC=2)[P](C2C=CC=CC=2)(C2C=CC=CC=2)C2C=CC=CC=2)(C2C=CC=CC=2)C2C=CC=CC=2)=CC=1.C1C=CC(P(C2C=CC=CC=2)[C-]2C=CC=C2)=CC=1.C1C=CC(P(C2C=CC=CC=2)[C-]2C=CC=C2)=CC=1.Cl[Pd]Cl.[Fe+2]. The product is [CH3:64][O:63][C:62]([NH:61][C@H:57]([C:56]([N:51]1[CH2:52][C@@H:53]([CH3:55])[CH2:54][C@H:50]1[C:48]1[NH:49][C:45]([C:30]2[CH:31]=[C:32]3[CH2:33][O:34][C:21]4[CH:20]=[C:19]5[C:24]([CH:25]=[CH:26][C:16]6[N:15]=[C:14]([C@@H:4]7[CH2:3][C@H:2]([CH3:1])[CH2:6][N:5]7[C:7]([O:9][C:10]([CH3:12])([CH3:11])[CH3:13])=[O:8])[NH:18][C:17]=65)=[CH:23][C:22]=4[C:27]3=[CH:28][CH:29]=2)=[CH:46][N:47]=1)=[O:66])[CH:58]([CH3:60])[CH3:59])=[O:65]. The yield is 0.350. (8) The reactants are [Br:1][C:2]1[N:10]=[C:5]2[CH:6]=[N:7][NH:8][CH:9]=[C:4]2[N:3]=1.C([O-])([O-])=O.[K+].[K+].[F:17][C:18]([F:37])([F:36])[C:19]1[CH:24]=[C:23]([C:25]([F:28])([F:27])[F:26])[CH:22]=[CH:21][C:20]=1[C:29]1[CH:33]=[C:32]([CH2:34]Cl)[O:31][N:30]=1.O. The catalyst is CN(C=O)C. The product is [F:37][C:18]([F:17])([F:36])[C:19]1[CH:24]=[C:23]([C:25]([F:28])([F:26])[F:27])[CH:22]=[CH:21][C:20]=1[C:29]1[CH:33]=[C:32]([CH2:34][N:7]2[CH:6]=[C:5]3[N:10]=[C:2]([Br:1])[N:3]=[C:4]3[CH:9]=[N:8]2)[O:31][N:30]=1. The yield is 0.700. (9) No catalyst specified. The reactants are [CH:1]1([CH2:4][C@@H:5]2[NH:10][CH2:9][C@H:8]([C:11]3[CH:16]=[CH:15][CH:14]=[CH:13][CH:12]=3)[NH:7][C:6]2=[O:17])[CH2:3][CH2:2]1.[C:18]1([C@@H:24]2[CH2:26][C@H:25]2[C:27](O)=[O:28])[CH:23]=[CH:22][CH:21]=[CH:20][CH:19]=1.C([C@@H]1N(C([C@@H]2C[C@H]2C2C=CC=CC=2)=O)C[C@H](CC(C)C)NC1=O)C(C)C. The yield is 0.870. The product is [CH:1]1([CH2:4][C@@H:5]2[N:10]([C:27]([C@@H:25]3[CH2:26][C@H:24]3[C:18]3[CH:23]=[CH:22][CH:21]=[CH:20][CH:19]=3)=[O:28])[CH2:9][C@H:8]([C:11]3[CH:12]=[CH:13][CH:14]=[CH:15][CH:16]=3)[NH:7][C:6]2=[O:17])[CH2:2][CH2:3]1. (10) The reactants are C([O:3][C:4]([C:6]1[CH:7]=[C:8]2[C:12](=[CH:13][C:14]=1[NH:15][C:16]([C:18]1[C:27](=[O:28])[C:26]3[C:21](=[CH:22][CH:23]=[CH:24][CH:25]=3)[NH:20][CH:19]=1)=[O:17])[NH:11][CH:10]=[CH:9]2)=[O:5])C.[OH-].[Na+]. The catalyst is C1COCC1. The product is [O:28]=[C:27]1[C:26]2[C:21](=[CH:22][CH:23]=[CH:24][CH:25]=2)[NH:20][CH:19]=[C:18]1[C:16]([NH:15][C:14]1[CH:13]=[C:12]2[C:8]([CH:9]=[CH:10][NH:11]2)=[CH:7][C:6]=1[C:4]([OH:5])=[O:3])=[O:17]. The yield is 0.930.